Dataset: B-cell epitopes from IEDB database with 3,159 antigens for binding position prediction. Task: Token-level Classification. Given an antigen amino acid sequence, predict which amino acid positions are active epitope sites capable of antibody binding. Output is a list of indices for active positions. (1) Given the antigen sequence: MNTTDCFIAVVNAIKEVRALFLPRTAGKMEFTLHDGEKKVFYSRPNNHDNCWLNTILQLFRYVDEPFFDWVYNSPENLTLEAIKQLEELTGLELREGGPPALVIWNIKHLLHTGIGTASRPSEVCMVDGTDMCLADFHAGIFMKGREHAVFACVTSNGWYAIDDEDFYPWTPDPSDVLVFVPYDQEPLNEGWKASVQRKLKGAGQSSPATGSQNQSGNTGSIINNYYMQQYQNSMDTQLGDNAISGGSNEGSTDTTSTHTTNTQNNDWFSKLASSAFSGLFGALLADKKTEETTLLEDRILTTRNGHTTSTTQSSVGVTFGYATAEDSTSGPNTSGLETRVHQAERFFKMALFDWVPSQNFGHMHKVVLPHEPKGVYGGLVKSYAYMRNGWDVEVTAVGNQFNGGCLLVALVPEMGDISDREKYQLTLYPHQFINPRTNMTAHITVPYVGVNRYDQYKQHRPWTLVVMVVAPLTTNTAGAQQIKVYANIAPTNVHVAGEL..., which amino acid positions are active epitope sites? The epitope positions are: [2007, 2008, 2009, 2010, 2011, 2012, 2013, 2014, 2015, 2016, 2017, 2018, 2019, 2020, 2021]. The amino acids at these positions are: EKREYKFACQTFLKD. (2) Given the antigen sequence: RDMDDEESWIKEKKLLVGSEDYGRDLTGVQNLRKKHKRLEGRLAAHEPAIQGVLDTGKKLTDDNTIGKEEIQQRLAQFVEHWKELTELAAARGQRLEESLEYQQFVANVEEEEAWINEKMTLVASEDYGDTLAAIQGLLKKHEAFETDFTVQKDRVNDVCTNGQDLIKKNNHHEENISSKMKGLNGKVSDLEKAAAQRKAKLDENSAFLQFNWKADVVESWIGEKENSLKTDDYGRDLSSVQTLLTKQETFDAGLQAFQQEGIANITALKDQLLAAKHVQSKAIEARHASLMKRWSQLLANSAARKKKLLEAQSHFRKVGGLFLTFAKKASAFNSWFENAEEDLTDPVRCNSLEEIKALREAHDAFRSSLSSAQADFNQLAELDRQIKSFRVASNPYTWFTMEALEETWRNLQKIIKERELELQKEQRRQEENDKLRQEFAQHANAFHQWIQETRITLLDGSCIGGRVGDSRIPA, which amino acid positions are active epitope sites? The epitope positions are: [240, 241, 242, 243, 244, 245, 246, 247, 248, 249, 250, 251, 252, 253, 254]. The amino acids at these positions are: VQTLLTKQETFDAGL. (3) Given the antigen sequence: MSTNPKPQRKTKRNTNRRPQDVKFPGGGQIVGGVYLLPRRGPRLGVRATRKTSERSQPRGRRQPIPKARPPEGRTWAQPGYPWPLYGNEGMGWAGWLLSPRGSRPSWGPSDPRRRSRNLGKVIDTLTCGFADLMGYIPLVGAPLGGAARALAHGVRVLEDGVNYATGNLPGCSFSIFLLALLSCLTIPASAYEVRNVSGVYHVTNDCSNSSIVYEAADMIMHSPGCVPCVRENNISRCWVALTPTLAARNVSVPIKTIRRHVDLLVGAAAFCSAMYVGDLCGSVFLVSQLFTFSPRRHETVQDCNCSLYPGHVSGHRMAWDMMMNWSPTTALVVSQLLRIPQAVVDMVAGAHWGVLAGLAYYSMVGNWAKVLIVMLLFAGVDGGTYVTGGAQSHTVRGLASFFTPGPAQKIQLVNTNGSWHINRTALNCNDSLQTGFLAALFYTNKFNSSGCPERLASCRPIDKFAQGWGPITYAEPDSSDQRPYCWHYAPRPCGIVPAS..., which amino acid positions are active epitope sites? The epitope positions are: [321, 322, 323, 324, 325, 326, 327, 328, 329, 330, 331, 332, 333, 334, 335, 336, 337, 338, 339, 340]. The amino acids at these positions are: MMMNWSPTTALVVSQLLRIP. (4) The epitope positions are: [129, 130, 131, 132, 133, 134, 135, 136]. The amino acids at these positions are: SGRRGDMG. Given the antigen sequence: TTTVENYGGETQIQRRHHTDIGFIMDRFVKIQSLSPTHVIDLMQTHQHGLVGALLRATTYYFSDLEIVVRHEGNLTWVPNGAPESALLNTSNPTAYNKAPFTRLALPYTAPHRVPATVYNGTSKYAVGGSGRRGDMGSLAARVVKQLPASFNYGAIKADAIHELLVRMKRAELYCPRPLLAIEVSSQDRHKQKIIAPAKQLLNFDLLKLAGDVESN, which amino acid positions are active epitope sites?